This data is from Peptide-MHC class I binding affinity with 185,985 pairs from IEDB/IMGT. The task is: Regression. Given a peptide amino acid sequence and an MHC pseudo amino acid sequence, predict their binding affinity value. This is MHC class I binding data. (1) The peptide sequence is DENQMIHAY. The MHC is HLA-B40:02 with pseudo-sequence HLA-B40:02. The binding affinity (normalized) is 0. (2) The peptide sequence is DTGCRIDGY. The MHC is HLA-A03:01 with pseudo-sequence HLA-A03:01. The binding affinity (normalized) is 0.0847. (3) The peptide sequence is DQAMTQMYK. The MHC is HLA-A31:01 with pseudo-sequence HLA-A31:01. The binding affinity (normalized) is 0.182. (4) The peptide sequence is LAYARGQAM. The MHC is HLA-B14:02 with pseudo-sequence HLA-B14:02. The binding affinity (normalized) is 0.936. (5) The binding affinity (normalized) is 0.380. The MHC is HLA-A02:03 with pseudo-sequence HLA-A02:03. The peptide sequence is RQAGVQYSRA. (6) The binding affinity (normalized) is 0.291. The peptide sequence is MAEFEDQLV. The MHC is HLA-A02:01 with pseudo-sequence HLA-A02:01. (7) The peptide sequence is PPYCTIAPVGI. The MHC is Mamu-A11 with pseudo-sequence Mamu-A11. The binding affinity (normalized) is 0.303.